Regression/Classification. Given a drug SMILES string, predict its absorption, distribution, metabolism, or excretion properties. Task type varies by dataset: regression for continuous measurements (e.g., permeability, clearance, half-life) or binary classification for categorical outcomes (e.g., BBB penetration, CYP inhibition). For this dataset (solubility_aqsoldb), we predict Y. From a dataset of Aqueous solubility values for 9,982 compounds from the AqSolDB database. The drug is CCN(C(N)=O)c1ccc(OC)cc1. The Y is -1.27 log mol/L.